Task: Predict the reactants needed to synthesize the given product.. Dataset: Full USPTO retrosynthesis dataset with 1.9M reactions from patents (1976-2016) (1) Given the product [CH2:1]([N:8]1[CH2:13][CH2:12][NH:11][C@H:10]([CH2:21][NH:22][C:23](=[O:32])[C:24]2[CH:29]=[CH:28][CH:27]=[CH:26][C:25]=2[O:30][CH3:31])[CH2:9]1)[C:2]1[CH:7]=[CH:6][CH:5]=[CH:4][CH:3]=1, predict the reactants needed to synthesize it. The reactants are: [CH2:1]([N:8]1[CH2:13][CH2:12][N:11](C(OC(C)(C)C)=O)[C@H:10]([CH2:21][N:22](CC2C=CC(OC)=CC=2OC)[C:23](=[O:32])[C:24]2[CH:29]=[CH:28][CH:27]=[CH:26][C:25]=2[O:30][CH3:31])[CH2:9]1)[C:2]1[CH:7]=[CH:6][CH:5]=[CH:4][CH:3]=1.C(O)(C(F)(F)F)=O.C(=O)(O)[O-].[Na+].C(=O)([O-])[O-].[K+].[K+]. (2) Given the product [CH:39]1([NH:43][C:31]([N:13]2[C@@H:14]3[CH2:18][N:17]([CH2:16][CH2:15]3)[C:11]3[CH:10]=[CH:9][C:8]([C:6]4[CH:5]=[CH:4][N:3]=[C:2]([CH3:1])[CH:7]=4)=[N:19][C:12]2=3)=[O:37])[CH2:42][CH2:41][CH2:40]1, predict the reactants needed to synthesize it. The reactants are: [CH3:1][C:2]1[CH:7]=[C:6]([C:8]2[CH:9]=[CH:10][C:11]3[N:17]4[CH2:18][C@H:14]([CH2:15][CH2:16]4)[NH:13][C:12]=3[N:19]=2)[CH:5]=[CH:4][N:3]=1.C(N(CC)CC)C.ClC(Cl)(O[C:31](=[O:37])OC(Cl)(Cl)Cl)Cl.[CH:39]1([NH2:43])[CH2:42][CH2:41][CH2:40]1. (3) Given the product [CH3:1][N:2]1[C:6]2[C:7](=[O:13])[CH2:8][C:9]([CH3:12])([CH3:11])[CH2:10][C:5]=2[NH:4][C:3]1=[O:27], predict the reactants needed to synthesize it. The reactants are: [CH3:1][N:2]1[C:6]2[C:7](=[O:13])[CH2:8][C:9]([CH3:12])([CH3:11])[CH2:10][C:5]=2[N:4](CC2C=C(OC)C(OC)=C(OC)C=2)[C:3]1=[O:27].S(O)(C(F)(F)F)(=O)=O. (4) Given the product [F:25][C:26]([F:35])([F:36])[C:27]1[CH:28]=[C:29]([CH:32]=[CH:33][CH:34]=1)[CH2:30][NH:31][CH2:20][C:19]1[CH:22]=[CH:23][CH:24]=[C:17]([C:15]2[O:14][N:13]=[C:12]([CH2:1][CH2:2][CH2:3][CH2:4][CH2:5][CH2:6][CH2:7][CH2:8][CH2:9][CH2:10][CH3:11])[N:16]=2)[CH:18]=1, predict the reactants needed to synthesize it. The reactants are: [CH2:1]([C:12]1[N:16]=[C:15]([C:17]2[CH:18]=[C:19]([CH:22]=[CH:23][CH:24]=2)[CH:20]=O)[O:14][N:13]=1)[CH2:2][CH2:3][CH2:4][CH2:5][CH2:6][CH2:7][CH2:8][CH2:9][CH2:10][CH3:11].[F:25][C:26]([F:36])([F:35])[C:27]1[CH:28]=[C:29]([CH:32]=[CH:33][CH:34]=1)[CH2:30][NH2:31]. (5) Given the product [C:17]([O:1][C:2]1[CH:9]=[CH:8][C:5]([CH2:6][OH:7])=[CH:4][CH:3]=1)(=[O:19])[CH3:18], predict the reactants needed to synthesize it. The reactants are: [OH:1][C:2]1[CH:9]=[CH:8][C:5]([CH2:6][OH:7])=[CH:4][CH:3]=1.C(N(CC)CC)C.[C:17](OC(=O)C)(=[O:19])[CH3:18].C(OCC)(=O)C. (6) Given the product [NH:5]1[C:6]2[C:11](=[CH:10][CH:9]=[CH:8][CH:7]=2)[CH:12]=[CH:4]1, predict the reactants needed to synthesize it. The reactants are: [N+]([C:4]1[NH:5][C:6]2[C:11]([CH:12]=1)=[CH:10][CH:9]=[CH:8][CH:7]=2)([O-])=O.C(=O)([O-])[O-].[Cs+].[Cs+].C(=O)([O-])[O-].[K+].[K+]. (7) Given the product [Br:1][C:2]1[CH:10]=[CH:9][C:5]([C:6]([NH:20][CH2:21][C:22]([OH:24])([CH3:25])[CH3:23])=[O:8])=[CH:4][N:3]=1, predict the reactants needed to synthesize it. The reactants are: [Br:1][C:2]1[CH:10]=[CH:9][C:5]([C:6]([OH:8])=O)=[CH:4][N:3]=1.C(N(CC)C(C)C)(C)C.[NH2:20][CH2:21][C:22]([CH3:25])([OH:24])[CH3:23].C(=O)([O-])O.[Na+]. (8) Given the product [CH3:1][O:2][C:3](=[O:13])[CH:4]([C:5]1[C:6]([Cl:12])=[N:7][CH:8]=[N:9][C:10]=1[Cl:11])[CH3:14], predict the reactants needed to synthesize it. The reactants are: [CH3:1][O:2][C:3](=[O:13])[CH2:4][C:5]1[C:6]([Cl:12])=[N:7][CH:8]=[N:9][C:10]=1[Cl:11].[CH3:14]I. (9) Given the product [CH2:15]([S:19][C:20]1[N:21]=[C:22]([N:3]2[C:11]3[C:6](=[CH:7][CH:8]=[CH:9][CH:10]=3)[C:5]([C:12]([NH2:14])=[O:13])=[CH:4]2)[CH:23]=[CH:24][N:25]=1)[CH2:16][CH2:17][CH3:18], predict the reactants needed to synthesize it. The reactants are: [H-].[Na+].[NH:3]1[C:11]2[C:6](=[CH:7][CH:8]=[CH:9][CH:10]=2)[C:5]([C:12]([NH2:14])=[O:13])=[CH:4]1.[CH2:15]([S:19][C:20]1[N:25]=[C:24](Cl)[CH:23]=[CH:22][N:21]=1)[CH2:16][CH2:17][CH3:18].O. (10) Given the product [Cl:3][C:4]1[C:5]([CH2:23][CH2:24][C:25]2[CH:30]=[CH:29][CH:28]=[CH:27][C:26]=2[C:31]2([C:34]([NH2:36])=[O:35])[CH2:32][CH2:33]2)=[N:6][C:7]([NH:10][C:11]2[CH:16]=[CH:15][C:14]([CH:17]3[CH2:22][CH2:21][N:20]([CH3:37])[CH2:19][CH2:18]3)=[CH:13][CH:12]=2)=[N:8][CH:9]=1, predict the reactants needed to synthesize it. The reactants are: C=O.[Cl:3][C:4]1[C:5]([CH2:23][CH2:24][C:25]2[CH:30]=[CH:29][CH:28]=[CH:27][C:26]=2[C:31]2([C:34]([NH2:36])=[O:35])[CH2:33][CH2:32]2)=[N:6][C:7]([NH:10][C:11]2[CH:16]=[CH:15][C:14]([CH:17]3[CH2:22][CH2:21][NH:20][CH2:19][CH2:18]3)=[CH:13][CH:12]=2)=[N:8][CH:9]=1.[C:37](O[BH-](OC(=O)C)OC(=O)C)(=O)C.[Na+].